The task is: Predict the reactants needed to synthesize the given product.. This data is from Full USPTO retrosynthesis dataset with 1.9M reactions from patents (1976-2016). (1) Given the product [NH2:41][C:12]([CH3:13])([CH2:11][N:9]1[CH:8]=[C:5]2[N:6]=[CH:7][C:2]([Br:1])=[CH:3][C:4]2=[N:10]1)[C:24]#[N:25].[Br:33][C:31]1[CH:30]=[N:29][C:28]2=[CH:34][N:25]([CH2:24][C:23](=[O:22])[CH3:35])[N:26]=[C:27]2[CH:32]=1.[Br:36][C:37]1[CH:38]=[C:39]([N+:45]([O-:47])=[O:46])[C:40]([CH:43]=[O:44])=[N:41][CH:42]=1.[Br:58][C:52]1[CH:53]=[C:54]([N+:55]([O-:57])=[O:56])[C:49]([CH:18]=[CH2:19])=[N:50][CH:51]=1, predict the reactants needed to synthesize it. The reactants are: [Br:1][C:2]1[CH:7]=[N:6][C:5]2=[CH:8][N:9]([CH2:11][C:12](=O)[CH3:13])[N:10]=[C:4]2[CH:3]=1.[Si]([O:22][CH:23]([CH3:35])[CH2:24][N:25]1[CH:34]=[C:28]2[N:29]=[CH:30][C:31]([Br:33])=[CH:32][C:27]2=[N:26]1)([C:18](C)(C)[CH3:19])(C)C.[Br:36][C:37]1[CH:38]=[C:39]([N+:45]([O-:47])=[O:46])[C:40]([CH:43]=[O:44])=[N:41][CH:42]=1.N[C:49]1[C:54]([N+:55]([O-:57])=[O:56])=[CH:53][C:52]([Br:58])=[CH:51][N:50]=1.II.BrC1C=C([N+]([O-])=O)C(I)=NC=1.I([O-])(=O)(=O)=O.[Na+]. (2) Given the product [F:8][C:6]1[CH:5]=[C:4]([N+:9]([O-:11])=[O:10])[CH:3]=[C:2]([O:24][C:23]2[N:19]([CH3:18])[N:20]=[C:21]([C:25]([F:28])([F:27])[F:26])[CH:22]=2)[CH:7]=1, predict the reactants needed to synthesize it. The reactants are: F[C:2]1[CH:3]=[C:4]([N+:9]([O-:11])=[O:10])[CH:5]=[C:6]([F:8])[CH:7]=1.C([O-])([O-])=O.[K+].[K+].[CH3:18][N:19]1[C:23](=[O:24])[CH:22]=[C:21]([C:25]([F:28])([F:27])[F:26])[NH:20]1.O. (3) Given the product [CH3:7][O:6][C:5]1[CH:4]=[C:3]([O:9][CH3:10])[N:11]=[C:24]([CH2:23][C:22]([F:28])([F:27])[F:21])[N:8]=1, predict the reactants needed to synthesize it. The reactants are: Cl.Cl.[C:3](=[NH:11])([O:9][CH3:10])[CH2:4][C:5](=[NH:8])[O:6][CH3:7].C(N(CC)C(C)C)(C)C.[F:21][C:22]([F:28])([F:27])[CH2:23][C:24](Cl)=O. (4) Given the product [Cl:13][C:14]1[C:22]([NH:23][S:24]([CH2:27][CH2:28][CH3:29])(=[O:25])=[O:26])=[CH:21][CH:20]=[C:19]([Cl:30])[C:15]=1[C:16]([NH:12][C:9]1[CH:10]=[C:11]2[C:3]([O:2][CH3:1])=[N:4][NH:5][C:6]2=[N:7][CH:8]=1)=[O:17], predict the reactants needed to synthesize it. The reactants are: [CH3:1][O:2][C:3]1[C:11]2[C:6](=[N:7][CH:8]=[C:9]([NH2:12])[CH:10]=2)[NH:5][N:4]=1.[Cl:13][C:14]1[C:22]([NH:23][S:24]([CH2:27][CH2:28][CH3:29])(=[O:26])=[O:25])=[CH:21][CH:20]=[C:19]([Cl:30])[C:15]=1[C:16](O)=[O:17].CCN=C=NCCCN(C)C.C1C=CC2N(O)N=NC=2C=1. (5) Given the product [CH3:1][O:2][C:3](=[O:23])[C:4]1[CH:5]=[CH:6][C:7]([CH2:10][N:11]([CH:12]2[CH2:17][CH2:16][C:15]3([CH2:22][CH2:21][CH2:20][CH2:19][CH2:18]3)[CH2:14][CH2:13]2)[C:33]([NH:32][C:28]2[CH:29]=[CH:30][CH:31]=[C:26]([S:25][CH3:24])[CH:27]=2)=[O:34])=[CH:8][CH:9]=1, predict the reactants needed to synthesize it. The reactants are: [CH3:1][O:2][C:3](=[O:23])[C:4]1[CH:9]=[CH:8][C:7]([CH2:10][NH:11][CH:12]2[CH2:17][CH2:16][C:15]3([CH2:22][CH2:21][CH2:20][CH2:19][CH2:18]3)[CH2:14][CH2:13]2)=[CH:6][CH:5]=1.[CH3:24][S:25][C:26]1[CH:27]=[C:28]([N:32]=[C:33]=[O:34])[CH:29]=[CH:30][CH:31]=1. (6) Given the product [N:15]1[CH:16]=[CH:17][CH:18]=[CH:19][C:14]=1[C:4]1[N:3]=[C:2]([NH2:1])[CH:7]=[N:6][CH:5]=1, predict the reactants needed to synthesize it. The reactants are: [NH2:1][C:2]1[CH:7]=[N:6][CH:5]=[C:4](Cl)[N:3]=1.C([Sn](CCCC)(CCCC)[C:14]1[CH:19]=[CH:18][CH:17]=[CH:16][N:15]=1)CCC.